This data is from Full USPTO retrosynthesis dataset with 1.9M reactions from patents (1976-2016). The task is: Predict the reactants needed to synthesize the given product. (1) Given the product [CH3:25][O:24][C:22](=[O:23])[CH2:21][C:17]1[CH:18]=[CH:19][CH:20]=[C:15]([O:14][CH2:13][CH2:12][N:11]([CH3:26])[CH2:10][CH2:9][NH:8][CH3:6])[CH:16]=1, predict the reactants needed to synthesize it. The reactants are: C(O[C:6]([N:8](C)[CH2:9][CH2:10][N:11]([CH3:26])[CH2:12][CH2:13][O:14][C:15]1[CH:16]=[C:17]([CH2:21][C:22]([O:24][CH3:25])=[O:23])[CH:18]=[CH:19][CH:20]=1)=O)(C)(C)C.Cl.O1CCOCC1. (2) Given the product [CH3:1][O:2][C:3]1[CH:4]=[C:5]2[C:9](=[CH:10][CH:11]=1)[CH2:8][CH:7]([N:13]1[CH2:19][CH2:18][CH2:17][CH2:16][CH2:15][CH2:14]1)[CH2:6]2, predict the reactants needed to synthesize it. The reactants are: [CH3:1][O:2][C:3]1[CH:4]=[C:5]2[C:9](=[CH:10][CH:11]=1)[CH2:8][C:7](=O)[CH2:6]2.[NH:13]1[CH2:19][CH2:18][CH2:17][CH2:16][CH2:15][CH2:14]1.C(O[BH-](OC(=O)C)OC(=O)C)(=O)C.[Na+]. (3) Given the product [CH:18]([C:15]1[CH:16]=[CH:17][C:12]([CH2:2][C:3]2[C:8]([CH3:9])=[CH:7][C:6]([CH3:10])=[CH:5][C:4]=2[OH:11])=[CH:13][CH:14]=1)([CH3:20])[CH3:19], predict the reactants needed to synthesize it. The reactants are: O[CH:2]([C:12]1[CH:17]=[CH:16][C:15]([CH:18]([CH3:20])[CH3:19])=[CH:14][CH:13]=1)[C:3]1[C:8]([CH3:9])=[CH:7][C:6]([CH3:10])=[CH:5][C:4]=1[OH:11]. (4) Given the product [F:24][C:2]([F:1])([F:23])[C:3]1[CH:4]=[C:5]2[C:10](=[CH:11][CH:12]=1)[N:9]=[CH:8][CH:7]=[C:6]2[S:13][C:14]1([C:18]([OH:20])=[O:19])[CH2:17][CH2:16][CH2:15]1, predict the reactants needed to synthesize it. The reactants are: [F:1][C:2]([F:24])([F:23])[C:3]1[CH:4]=[C:5]2[C:10](=[CH:11][CH:12]=1)[N:9]=[CH:8][CH:7]=[C:6]2[S:13][C:14]1([C:18]([O:20]CC)=[O:19])[CH2:17][CH2:16][CH2:15]1.[OH-].[Na+].